This data is from Catalyst prediction with 721,799 reactions and 888 catalyst types from USPTO. The task is: Predict which catalyst facilitates the given reaction. (1) Product: [F:1][C:2]1[CH:7]=[CH:6][CH:5]=[CH:4][C:3]=1[C@H:8]([N:10]([CH2:33][C:34]1[CH:35]=[CH:36][C:37]([C:40]([O:42][CH3:43])=[O:41])=[CH:38][CH:39]=1)[C:11]([C@@H:13]1[CH2:22][C:21]2[C:16](=[CH:17][CH:18]=[CH:19][CH:20]=2)[CH2:15][NH:14]1)=[O:12])[CH3:9]. Reactant: [F:1][C:2]1[CH:7]=[CH:6][CH:5]=[CH:4][C:3]=1[C@H:8]([N:10]([CH2:33][C:34]1[CH:39]=[CH:38][C:37]([C:40]([O:42][CH3:43])=[O:41])=[CH:36][CH:35]=1)[C:11]([C@@H:13]1[CH2:22][C:21]2[C:16](=[CH:17][CH:18]=[CH:19][CH:20]=2)[CH2:15][N:14]1C(OCC1C=CC=CC=1)=O)=[O:12])[CH3:9]. The catalyst class is: 19. (2) Reactant: Cl.[C:2]([C:5]12[CH2:12][CH2:11][C:8]([CH2:13][NH2:14])([CH2:9][CH2:10]1)[CH2:7][CH2:6]2)([OH:4])=[O:3].O.[CH3:16][C:17]([O:20][C:21](ON=C(C1C=CC=CC=1)C#N)=[O:22])([CH3:19])[CH3:18]. Product: [C:21]([CH:6]1[CH2:7][C:8]2([CH2:13][NH2:14])[CH2:11][CH2:12][C:5]1([C:2]([OH:4])=[O:3])[CH2:10][CH2:9]2)([O:20][C:17]([CH3:19])([CH3:18])[CH3:16])=[O:22]. The catalyst class is: 1.